From a dataset of HIV replication inhibition screening data with 41,000+ compounds from the AIDS Antiviral Screen. Binary Classification. Given a drug SMILES string, predict its activity (active/inactive) in a high-throughput screening assay against a specified biological target. (1) The molecule is Cc1ccc(S(=O)(=O)Sc2nnnn2C)cc1. The result is 0 (inactive). (2) The compound is O=C(CC(=O)n1nc(-c2ccccc2)c(N=Nc2ccc(Cl)cc2)c1-c1ccccc1)Nc1cccc(Cl)c1. The result is 0 (inactive).